This data is from Forward reaction prediction with 1.9M reactions from USPTO patents (1976-2016). The task is: Predict the product of the given reaction. (1) Given the reactants [Cl:1][C:2]1[C:3]([O:21][C:22]([F:31])([F:30])[CH:23]([F:29])[O:24][C:25]([F:28])([F:27])[F:26])=[N:4][N:5]([C:7]2[CH:12]=[C:11]([S:13][CH2:14][C:15]([F:18])([F:17])[F:16])[C:10]([CH3:19])=[CH:9][C:8]=2[F:20])[CH:6]=1.ClC1C=CC=C(C(OO)=[O:40])C=1, predict the reaction product. The product is: [Cl:1][C:2]1[C:3]([O:21][C:22]([F:31])([F:30])[CH:23]([F:29])[O:24][C:25]([F:26])([F:27])[F:28])=[N:4][N:5]([C:7]2[CH:12]=[C:11]([S:13]([CH2:14][C:15]([F:18])([F:17])[F:16])=[O:40])[C:10]([CH3:19])=[CH:9][C:8]=2[F:20])[CH:6]=1. (2) Given the reactants [CH:1]([O:4][CH:5]1[CH2:10][CH2:9][C:8](B2OC(C)(C)C(C)(C)O2)=[CH:7][CH2:6]1)([CH3:3])[CH3:2].Br[C:21]1[O:25][N:24]=[C:23]([C:26]([O:28][CH2:29][CH3:30])=[O:27])[C:22]=1[CH3:31].C([O-])([O-])=O.[K+].[K+].C(Cl)Cl, predict the reaction product. The product is: [CH:1]([O:4][CH:5]1[CH2:10][CH2:9][C:8]([C:21]2[O:25][N:24]=[C:23]([C:26]([O:28][CH2:29][CH3:30])=[O:27])[C:22]=2[CH3:31])=[CH:7][CH2:6]1)([CH3:2])[CH3:3]. (3) Given the reactants C(OC([N:8]1[CH2:13][C@@H:12]2[CH2:14][C@H:9]1[CH2:10][N:11]2[C:15]([CH3:18])([CH3:17])[CH3:16])=O)(C)(C)C.CO.Cl, predict the reaction product. The product is: [C:15]([N:11]1[CH2:10][C@@H:9]2[CH2:14][C@H:12]1[CH2:13][NH:8]2)([CH3:18])([CH3:16])[CH3:17]. (4) The product is: [CH2:20]([O:27][C:28]([N:9]1[CH2:10][CH2:11][N:6]([S:3]([CH3:2])(=[O:4])=[O:5])[CH2:7][C@@H:8]1[C:12]([OH:14])=[O:13])=[O:29])[C:21]1[CH:26]=[CH:25][CH:24]=[CH:23][CH:22]=1. Given the reactants Cl.[CH3:2][S:3]([N:6]1[CH2:11][CH2:10][NH:9][C@@H:8]([C:12]([OH:14])=[O:13])[CH2:7]1)(=[O:5])=[O:4].C([O-])(O)=O.[Na+].[CH2:20]([O:27][C:28](Cl)=[O:29])[C:21]1[CH:26]=[CH:25][CH:24]=[CH:23][CH:22]=1, predict the reaction product.